From a dataset of Forward reaction prediction with 1.9M reactions from USPTO patents (1976-2016). Predict the product of the given reaction. Given the reactants [OH:1][CH2:2][C@@H:3]([NH:21][CH2:22][C@H:23]([OH:40])[CH2:24][O:25][C:26]1[CH:31]=[CH:30][C:29]([O:32]CC2C=CC=CC=2)=[CH:28][CH:27]=1)[CH2:4][C:5]1[CH:20]=[CH:19][C:8]([O:9][C:10]2[N:18]=[CH:17][CH:16]=[CH:15][C:11]=2[C:12]([NH2:14])=[O:13])=[CH:7][CH:6]=1.[H][H], predict the reaction product. The product is: [OH:1][CH2:2][C@@H:3]([NH:21][CH2:22][C@H:23]([OH:40])[CH2:24][O:25][C:26]1[CH:27]=[CH:28][C:29]([OH:32])=[CH:30][CH:31]=1)[CH2:4][C:5]1[CH:6]=[CH:7][C:8]([O:9][C:10]2[N:18]=[CH:17][CH:16]=[CH:15][C:11]=2[C:12]([NH2:14])=[O:13])=[CH:19][CH:20]=1.